Dataset: Forward reaction prediction with 1.9M reactions from USPTO patents (1976-2016). Task: Predict the product of the given reaction. Given the reactants [OH-].[K+].BrBr.[OH:5][C:6]1[C:7](C(N)=O)=[N:8][C:9]([CH3:12])=[CH:10][N:11]=1.Cl.[OH-].[NH4+:18], predict the reaction product. The product is: [NH2:18][C:7]1[C:6]([OH:5])=[N:11][CH:10]=[C:9]([CH3:12])[N:8]=1.